From a dataset of Forward reaction prediction with 1.9M reactions from USPTO patents (1976-2016). Predict the product of the given reaction. Given the reactants [Cl:1][C:2]1[CH:7]=[C:6]([C:8]#[C:9][C:10]2[N:11]=[C:12]([CH3:15])[NH:13][CH:14]=2)[CH:5]=[CH:4][N:3]=1.Br.Br[CH2:18][C:19]1[CH:20]=[N:21][CH:22]=[CH:23][CH:24]=1, predict the reaction product. The product is: [N:21]1[CH:22]=[CH:23][CH:24]=[C:19]([CH2:18][N:13]2[CH:14]=[C:10]([C:9]#[C:8][C:6]3[CH:5]=[CH:4][N:3]=[C:2]([Cl:1])[CH:7]=3)[N:11]=[C:12]2[CH3:15])[CH:20]=1.